Dataset: Reaction yield outcomes from USPTO patents with 853,638 reactions. Task: Predict the reaction yield, written as a fraction of the theoretical maximum amount of product (1.0 means a 100% yield; for example, 0.34 means a 34% yield). (1) The reactants are [F:1][C:2]1[C:3]([N:13]2[CH2:18][CH2:17][N:16]([CH2:19][CH2:20][C:21]3[CH:22]=[C:23]([CH:25]=[CH:26][CH:27]=3)[NH2:24])[CH2:15][CH2:14]2)=[C:4]2[C:9](=[CH:10][CH:11]=1)[N:8]=[C:7]([CH3:12])[CH:6]=[CH:5]2.[C:28](Cl)(=[O:30])[CH3:29]. No catalyst specified. The product is [F:1][C:2]1[C:3]([N:13]2[CH2:14][CH2:15][N:16]([CH2:19][CH2:20][C:21]3[CH:22]=[C:23]([NH:24][C:28](=[O:30])[CH3:29])[CH:25]=[CH:26][CH:27]=3)[CH2:17][CH2:18]2)=[C:4]2[C:9](=[CH:10][CH:11]=1)[N:8]=[C:7]([CH3:12])[CH:6]=[CH:5]2. The yield is 0.780. (2) The reactants are [C:1]([O:5][C:6](=[O:11])[CH2:7][C:8]([CH3:10])=[O:9])([CH3:4])([CH3:3])[CH3:2].[H-].[Na+].C([Li])CCC.CCCCCC.[I:25][C:26]1[CH:33]=[CH:32][C:29]([CH2:30]Br)=[CH:28][CH:27]=1. The catalyst is O1CCCC1. The product is [C:1]([O:5][C:6](=[O:11])[CH2:7][C:8](=[O:9])[CH2:10][CH2:30][C:29]1[CH:32]=[CH:33][C:26]([I:25])=[CH:27][CH:28]=1)([CH3:4])([CH3:2])[CH3:3]. The yield is 0.540. (3) The reactants are [Cl:1][C:2]1[CH:3]=[CH:4][C:5]([CH2:8][CH2:9][N:10]2[CH2:15][CH2:14][N:13]([C:16]3[CH:21]=[CH:20][C:19]4[C:22]5[CH2:23][N:24](C(OC(C)(C)C)=O)[CH2:25][CH2:26][C:27]=5[O:28][C:18]=4[CH:17]=3)[C:12](=[O:36])[CH2:11]2)=[N:6][CH:7]=1.Cl. The catalyst is CO.CCOCC. The product is [Cl:1][C:2]1[CH:3]=[CH:4][C:5]([CH2:8][CH2:9][N:10]2[CH2:15][CH2:14][N:13]([C:16]3[CH:21]=[CH:20][C:19]4[C:22]5[CH2:23][NH:24][CH2:25][CH2:26][C:27]=5[O:28][C:18]=4[CH:17]=3)[C:12](=[O:36])[CH2:11]2)=[N:6][CH:7]=1. The yield is 0.980. (4) The reactants are Br[C:2]1[CH:3]=[C:4]([N:11]2[CH2:16][CH2:15][O:14][CH2:13][CH2:12]2)[CH:5]=[C:6]([N+:8]([O-:10])=[O:9])[CH:7]=1.[B:17]1([B:17]2[O:21][C:20]([CH3:23])([CH3:22])[C:19]([CH3:25])([CH3:24])[O:18]2)[O:21][C:20]([CH3:23])([CH3:22])[C:19]([CH3:25])([CH3:24])[O:18]1. No catalyst specified. The product is [N+:8]([C:6]1[CH:5]=[C:4]([N:11]2[CH2:16][CH2:15][O:14][CH2:13][CH2:12]2)[CH:3]=[C:2]([B:17]2[O:21][C:20]([CH3:23])([CH3:22])[C:19]([CH3:25])([CH3:24])[O:18]2)[CH:7]=1)([O-:10])=[O:9]. The yield is 0.900. (5) The reactants are [CH:1]([C:3]1[C:12]2[C:7](=[CH:8][CH:9]=[CH:10][CH:11]=2)[C:6]([CH2:13][N:14]2[C:22](=[O:23])[C:21]3[C:16](=[CH:17][CH:18]=[CH:19][CH:20]=3)[C:15]2=[O:24])=[CH:5][CH:4]=1)=[CH2:2].Br[CH:26]([C:31]1[CH:36]=[C:35]([Cl:37])[C:34]([Cl:38])=[C:33]([Cl:39])[CH:32]=1)[C:27]([F:30])([F:29])[F:28].N1C=CC=CC=1C1C=CC=CN=1. The catalyst is ClC1C=CC=CC=1Cl.Cl[Cu]. The product is [F:30][C:27]([F:28])([F:29])[CH:26]([C:31]1[CH:32]=[C:33]([Cl:39])[C:34]([Cl:38])=[C:35]([Cl:37])[CH:36]=1)/[CH:2]=[CH:1]/[C:3]1[C:12]2[C:7](=[CH:8][CH:9]=[CH:10][CH:11]=2)[C:6]([CH2:13][N:14]2[C:22](=[O:23])[C:21]3[C:16](=[CH:17][CH:18]=[CH:19][CH:20]=3)[C:15]2=[O:24])=[CH:5][CH:4]=1. The yield is 0.560. (6) The reactants are [NH2:1][C:2]1[CH:3]=[C:4]([OH:9])[CH:5]=[CH:6][C:7]=1[CH3:8].CC(C)([O-])C.[K+].I[C:17]1[CH:18]=[CH:19][C:20]2[N:21]([CH:23]=[C:24]([NH:26][C:27]([CH:29]3[CH2:31][CH:30]3[CH3:32])=[O:28])[N:25]=2)[N:22]=1.C(=O)([O-])[O-].[K+].[K+]. The catalyst is CN(C)C=O. The product is [NH2:1][C:2]1[CH:3]=[C:4]([CH:5]=[CH:6][C:7]=1[CH3:8])[O:9][C:17]1[CH:18]=[CH:19][C:20]2[N:21]([CH:23]=[C:24]([NH:26][C:27]([CH:29]3[CH2:31][CH:30]3[CH3:32])=[O:28])[N:25]=2)[N:22]=1. The yield is 0.560.